This data is from NCI-60 drug combinations with 297,098 pairs across 59 cell lines. The task is: Regression. Given two drug SMILES strings and cell line genomic features, predict the synergy score measuring deviation from expected non-interaction effect. (1) Drug 1: CC1=C(C=C(C=C1)C(=O)NC2=CC(=CC(=C2)C(F)(F)F)N3C=C(N=C3)C)NC4=NC=CC(=N4)C5=CN=CC=C5. Drug 2: C(CC(=O)O)C(=O)CN.Cl. Cell line: PC-3. Synergy scores: CSS=11.4, Synergy_ZIP=-3.39, Synergy_Bliss=-1.65, Synergy_Loewe=-3.64, Synergy_HSA=-3.68. (2) Drug 1: CS(=O)(=O)CCNCC1=CC=C(O1)C2=CC3=C(C=C2)N=CN=C3NC4=CC(=C(C=C4)OCC5=CC(=CC=C5)F)Cl. Drug 2: CCN(CC)CCCC(C)NC1=C2C=C(C=CC2=NC3=C1C=CC(=C3)Cl)OC. Cell line: TK-10. Synergy scores: CSS=37.1, Synergy_ZIP=-7.91, Synergy_Bliss=-1.43, Synergy_Loewe=-0.479, Synergy_HSA=2.27. (3) Cell line: ACHN. Synergy scores: CSS=-0.0895, Synergy_ZIP=2.74, Synergy_Bliss=2.30, Synergy_Loewe=-0.419, Synergy_HSA=-1.99. Drug 1: CCC1(CC2CC(C3=C(CCN(C2)C1)C4=CC=CC=C4N3)(C5=C(C=C6C(=C5)C78CCN9C7C(C=CC9)(C(C(C8N6C=O)(C(=O)OC)O)OC(=O)C)CC)OC)C(=O)OC)O.OS(=O)(=O)O. Drug 2: C1C(C(OC1N2C=NC3=C2NC=NCC3O)CO)O. (4) Drug 1: C1C(C(OC1N2C=C(C(=O)NC2=O)F)CO)O. Drug 2: C1=CC=C(C(=C1)C(C2=CC=C(C=C2)Cl)C(Cl)Cl)Cl. Cell line: CAKI-1. Synergy scores: CSS=2.59, Synergy_ZIP=0.926, Synergy_Bliss=7.96, Synergy_Loewe=-3.23, Synergy_HSA=2.73. (5) Cell line: SN12C. Drug 1: CN(CC1=CN=C2C(=N1)C(=NC(=N2)N)N)C3=CC=C(C=C3)C(=O)NC(CCC(=O)O)C(=O)O. Drug 2: C1=NNC2=C1C(=O)NC=N2. Synergy scores: CSS=5.19, Synergy_ZIP=-5.47, Synergy_Bliss=-1.66, Synergy_Loewe=-24.7, Synergy_HSA=-5.51.